From a dataset of Full USPTO retrosynthesis dataset with 1.9M reactions from patents (1976-2016). Predict the reactants needed to synthesize the given product. (1) Given the product [CH:3]([C:6]1[C:7]([CH3:12])=[N+:8]([O-:1])[CH:9]=[CH:10][CH:11]=1)([CH3:5])[CH3:4], predict the reactants needed to synthesize it. The reactants are: [OH:1]O.[CH:3]([C:6]1[C:7]([CH3:12])=[N:8][CH:9]=[CH:10][CH:11]=1)([CH3:5])[CH3:4]. (2) Given the product [CH3:32][O:31][C:30]1[C:21]([NH:20][C:2]2[C:3]3[C:10]4[CH2:11][CH2:12][CH:13]([C:15]([O:17][CH2:18][CH3:19])=[O:16])[CH2:14][C:9]=4[S:8][C:4]=3[N:5]=[CH:6][N:7]=2)=[CH:22][C:23]2[S:27][C:26](=[O:28])[NH:25][C:24]=2[CH:29]=1, predict the reactants needed to synthesize it. The reactants are: Cl[C:2]1[C:3]2[C:10]3[CH2:11][CH2:12][CH:13]([C:15]([O:17][CH2:18][CH3:19])=[O:16])[CH2:14][C:9]=3[S:8][C:4]=2[N:5]=[CH:6][N:7]=1.[NH2:20][C:21]1[C:30]([O:31][CH3:32])=[CH:29][C:24]2[NH:25][C:26](=[O:28])[S:27][C:23]=2[CH:22]=1. (3) Given the product [Cl:28][C:22]1[CH:23]=[CH:24][CH:25]=[C:26]([Cl:27])[C:21]=1[NH:20][C:17]1[N:18]([CH3:19])[C:9]2[C:8]3[C:7](=[O:29])[NH:6][C:5]([CH2:4][CH:3]=[CH:2][NH:1][C:37]([NH:36][C:30]4[CH:35]=[CH:34][CH:33]=[CH:32][CH:31]=4)=[O:38])=[C:14]([CH3:15])[C:13]=3[CH:12]=[CH:11][C:10]=2[N:16]=1, predict the reactants needed to synthesize it. The reactants are: [NH2:1][CH2:2][CH:3]=[CH:4][C:5]1[NH:6][C:7](=[O:29])[C:8]2[C:9]3[N:18]([CH3:19])[C:17]([NH:20][C:21]4[C:26]([Cl:27])=[CH:25][CH:24]=[CH:23][C:22]=4[Cl:28])=[N:16][C:10]=3[CH:11]=[CH:12][C:13]=2[C:14]=1[CH3:15].[C:30]1([N:36]=[C:37]=[O:38])[CH:35]=[CH:34][CH:33]=[CH:32][CH:31]=1. (4) The reactants are: [F:1][C:2]([F:19])([F:18])[CH2:3][N:4]1[CH2:9][CH2:8][C:7]2([C:17]3[C:12](=[CH:13][CH:14]=[CH:15][CH:16]=3)[NH:11][CH2:10]2)[CH2:6][CH2:5]1.C(=O)([O-])[O-].[K+].[K+].[I-].[K+].Br[CH2:29][C:30]([O:32][C:33]([CH3:36])([CH3:35])[CH3:34])=[O:31]. Given the product [C:33]([O:32][C:30](=[O:31])[CH2:29][N:11]1[C:12]2[C:17](=[CH:16][CH:15]=[CH:14][CH:13]=2)[C:7]2([CH2:8][CH2:9][N:4]([CH2:3][C:2]([F:1])([F:18])[F:19])[CH2:5][CH2:6]2)[CH2:10]1)([CH3:36])([CH3:35])[CH3:34], predict the reactants needed to synthesize it. (5) Given the product [Cl:1][C:2]1[CH:10]=[C:9]2[C:5]([CH:6]=[C:7]([C:11](=[O:13])[NH:22][CH:21]([C:23]3[CH:28]=[CH:27][CH:26]=[C:25]([C:29]([F:30])([F:31])[F:32])[CH:24]=3)[C:20]([F:34])([F:33])[F:19])[NH:8]2)=[CH:4][C:3]=1[C:14]([O:16][CH2:17][CH3:18])=[O:15], predict the reactants needed to synthesize it. The reactants are: [Cl:1][C:2]1[CH:10]=[C:9]2[C:5]([CH:6]=[C:7]([C:11]([OH:13])=O)[NH:8]2)=[CH:4][C:3]=1[C:14]([O:16][CH2:17][CH3:18])=[O:15].[F:19][C:20]([F:34])([F:33])[CH:21]([C:23]1[CH:28]=[CH:27][CH:26]=[C:25]([C:29]([F:32])([F:31])[F:30])[CH:24]=1)[NH2:22].O.[Cl-].COC1N=C(OC)N=C([N+]2(C)CCOCC2)N=1.Cl. (6) The reactants are: Cl[C:2]1[N:7]=[C:6]([C:8]2[C:9]([C:13]3[CH:18]=[CH:17][C:16]([F:19])=[CH:15][CH:14]=3)=[N:10][NH:11][CH:12]=2)[CH:5]=[CH:4][N:3]=1.[CH3:20][NH2:21]. Given the product [F:19][C:16]1[CH:17]=[CH:18][C:13]([C:9]2[C:8]([C:6]3[CH:5]=[CH:4][N:3]=[C:2]([NH:21][CH3:20])[N:7]=3)=[CH:12][NH:11][N:10]=2)=[CH:14][CH:15]=1, predict the reactants needed to synthesize it. (7) Given the product [CH3:13][O:12][C:9]1[CH:8]=[CH:7][C:6]2[NH:5][CH:4]=[C:3]3[C:14](=[O:16])[N:25]([C:19]4[CH:24]=[CH:23][CH:22]=[CH:21][CH:20]=4)[N:26]=[C:2]3[C:11]=2[CH:10]=1, predict the reactants needed to synthesize it. The reactants are: Cl[C:2]1[C:11]2[C:6](=[CH:7][CH:8]=[C:9]([O:12][CH3:13])[CH:10]=2)[N:5]=[CH:4][C:3]=1[C:14]([O:16]CC)=O.[C:19]1([NH:25][NH2:26])[CH:24]=[CH:23][CH:22]=[CH:21][CH:20]=1.